Predict the product of the given reaction. From a dataset of Forward reaction prediction with 1.9M reactions from USPTO patents (1976-2016). The product is: [O:39]=[C:37]1[CH2:36][S:35][C:34]2[CH:40]=[CH:41][C:31]([NH:30][C:2]3[C:3]4[NH:20][N:19]=[CH:18][C:4]=4[N:5]=[C:6]([C:8]4[CH:9]=[C:10]([CH:15]=[CH:16][CH:17]=4)[C:11]([O:13][CH3:14])=[O:12])[N:7]=3)=[CH:32][C:33]=2[NH:38]1. Given the reactants Cl[C:2]1[C:3]2[C:4](=[CH:18][N:19](CC3C=CC(OC)=CC=3)[N:20]=2)[N:5]=[C:6]([C:8]2[CH:9]=[C:10]([CH:15]=[CH:16][CH:17]=2)[C:11]([O:13][CH3:14])=[O:12])[N:7]=1.[NH2:30][C:31]1[CH:41]=[CH:40][C:34]2[S:35][CH2:36][C:37](=[O:39])[NH:38][C:33]=2[CH:32]=1.Cl, predict the reaction product.